This data is from Peptide-MHC class II binding affinity with 134,281 pairs from IEDB. The task is: Regression. Given a peptide amino acid sequence and an MHC pseudo amino acid sequence, predict their binding affinity value. This is MHC class II binding data. (1) The peptide sequence is TMTQMNQAFRNIVNM. The MHC is HLA-DPA10103-DPB10201 with pseudo-sequence HLA-DPA10103-DPB10201. The binding affinity (normalized) is 0.0412. (2) The peptide sequence is IRDGLQYGWKTWGKN. The MHC is DRB1_0701 with pseudo-sequence DRB1_0701. The binding affinity (normalized) is 0.186. (3) The peptide sequence is EGVHGGTWVSATLEQ. The MHC is DRB1_0401 with pseudo-sequence DRB1_0401. The binding affinity (normalized) is 0.120. (4) The peptide sequence is SKMSVVMRNTTWEGQ. The MHC is DRB4_0101 with pseudo-sequence DRB4_0103. The binding affinity (normalized) is 0.519. (5) The peptide sequence is LFAAFPSFAGLRPTF. The MHC is DRB3_0101 with pseudo-sequence DRB3_0101. The binding affinity (normalized) is 0.177. (6) The peptide sequence is EHGSDEWVAMTKGEG. The MHC is DRB1_0301 with pseudo-sequence DRB1_0301. The binding affinity (normalized) is 0. (7) The MHC is DRB1_0101 with pseudo-sequence DRB1_0101. The peptide sequence is FMPEWANFKFRDLLF. The binding affinity (normalized) is 0.250.